This data is from Forward reaction prediction with 1.9M reactions from USPTO patents (1976-2016). The task is: Predict the product of the given reaction. (1) The product is: [ClH:41].[ClH:41].[C:29]([C:27]1[CH:28]=[C:24]([NH:23][C:21]([NH:20][C:17]2[C:16]([CH3:40])=[N:15][C:14]([N:11]3[CH2:10][CH2:9][NH:8][CH2:13][CH2:12]3)=[CH:19][CH:18]=2)=[O:22])[N:25]([C:33]2[CH:38]=[CH:37][C:36]([CH3:39])=[CH:35][CH:34]=2)[N:26]=1)([CH3:32])([CH3:31])[CH3:30]. Given the reactants C(OC([N:8]1[CH2:13][CH2:12][N:11]([C:14]2[CH:19]=[CH:18][C:17]([NH:20][C:21]([NH:23][C:24]3[N:25]([C:33]4[CH:38]=[CH:37][C:36]([CH3:39])=[CH:35][CH:34]=4)[N:26]=[C:27]([C:29]([CH3:32])([CH3:31])[CH3:30])[CH:28]=3)=[O:22])=[C:16]([CH3:40])[N:15]=2)[CH2:10][CH2:9]1)=O)(C)(C)C.[ClH:41], predict the reaction product. (2) Given the reactants [OH:1][C:2]1[C:7]2[C:8]([CH2:11][CH2:12][C:13]3[CH:18]=[CH:17][CH:16]=[CH:15][CH:14]=3)=[CH:9][O:10][C:6]=2[CH:5]=[CH:4][CH:3]=1.C(O[C@@H:23]1[O:40][C@H:39]([CH2:41][O:42][C:43](=[O:45])[CH3:44])[C@H:34]([O:35][C:36](=[O:38])[CH3:37])[C@H:29]([O:30][C:31](=[O:33])[CH3:32])[C@H:24]1[O:25][C:26](=[O:28])[CH3:27])(=O)C, predict the reaction product. The product is: [C:26]([O:25][C@@H:24]1[C@@H:29]([O:30][C:31](=[O:33])[CH3:32])[C@@H:34]([O:35][C:36](=[O:38])[CH3:37])[C@@H:39]([CH2:41][O:42][C:43](=[O:45])[CH3:44])[O:40][C@H:23]1[O:1][C:2]1[C:7]2[C:8]([CH2:11][CH2:12][C:13]3[CH:14]=[CH:15][CH:16]=[CH:17][CH:18]=3)=[CH:9][O:10][C:6]=2[CH:5]=[CH:4][CH:3]=1)(=[O:28])[CH3:27]. (3) Given the reactants [Br:1]N1C(=O)CCC1=O.N(C(C)(C)C#N)=NC(C)(C)C#N.[CH3:21][C:22]1[N:23]=[N:24][C:25]([C:28]([F:31])([F:30])[F:29])=[CH:26][CH:27]=1, predict the reaction product. The product is: [Br:1][CH2:21][C:22]1[N:23]=[N:24][C:25]([C:28]([F:29])([F:31])[F:30])=[CH:26][CH:27]=1. (4) Given the reactants Br[C:2]1[CH:28]=[C:27]([F:29])[C:5]2[N:6]([CH2:9][C:10]3[CH:26]=[CH:25][C:13]4[N:14]=[C:15]([NH:17][C@@H:18]5[CH2:23][CH2:22][CH2:21][CH2:20][C@H:19]5[OH:24])[S:16][C:12]=4[CH:11]=3)[CH:7]=[N:8][C:4]=2[CH:3]=1.[CH:30](B1OC(C)(C)C(C)(C)O1)=[CH2:31].C(=O)([O-])[O-].[Na+].[Na+].O1CCOCC1, predict the reaction product. The product is: [F:29][C:27]1[C:5]2[N:6]([CH2:9][C:10]3[CH:26]=[CH:25][C:13]4[N:14]=[C:15]([NH:17][C@@H:18]5[CH2:23][CH2:22][CH2:21][CH2:20][C@H:19]5[OH:24])[S:16][C:12]=4[CH:11]=3)[CH:7]=[N:8][C:4]=2[CH:3]=[C:2]([CH:30]=[CH2:31])[CH:28]=1. (5) Given the reactants [CH2:1]([NH:8][CH2:9][CH2:10][C:11]1[C:19]2[C:14](=[CH:15][CH:16]=[C:17]([F:20])[CH:18]=2)[NH:13][CH:12]=1)[C:2]1[CH:7]=[CH:6][CH:5]=[CH:4][CH:3]=1.[CH2:21](I)[CH3:22], predict the reaction product. The product is: [CH2:1]([N:8]([CH2:21][CH3:22])[CH2:9][CH2:10][C:11]1[C:19]2[C:14](=[CH:15][CH:16]=[C:17]([F:20])[CH:18]=2)[NH:13][CH:12]=1)[C:2]1[CH:3]=[CH:4][CH:5]=[CH:6][CH:7]=1.